This data is from HIV replication inhibition screening data with 41,000+ compounds from the AIDS Antiviral Screen. The task is: Binary Classification. Given a drug SMILES string, predict its activity (active/inactive) in a high-throughput screening assay against a specified biological target. The compound is CC(=O)Nc1ccc(C2CC(c3ccc([N+](=O)[O-])cc3)=Nc3ccccc3S2=O)cc1. The result is 0 (inactive).